Dataset: Forward reaction prediction with 1.9M reactions from USPTO patents (1976-2016). Task: Predict the product of the given reaction. (1) Given the reactants C(OC(OCC)C(=O)CC1C=CC(CC)=CC=1)C.[CH:19]1[CH:24]=[CH:23][C:22]([CH2:25][C:26]2[NH:35][C:34]([C:36]3[CH:41]=[CH:40][C:39]([OH:42])=[CH:38][CH:37]=3)=[CH:33][N:32]3[C:27]=2[N:28]=[C:29]([CH2:43][C:44]2[CH:49]=[CH:48][C:47]([OH:50])=[CH:46][CH:45]=2)[C:30]3=[O:31])=[CH:21][CH:20]=1.Cl, predict the reaction product. The product is: [CH:19]1[CH:24]=[CH:23][C:22]([CH2:25][C:26]2[C:27]3[N:32]([CH:33]=[C:34]([C:36]4[CH:37]=[CH:38][C:39]([OH:42])=[CH:40][CH:41]=4)[N:35]=2)[C:30]([OH:31])=[C:29]([CH2:43][C:44]2[CH:49]=[CH:48][C:47]([OH:50])=[CH:46][CH:45]=2)[N:28]=3)=[CH:21][CH:20]=1. (2) Given the reactants [CH:1]([C@@H:4]1[NH:28][C:27]2[O:29][C:24](=[N:25][N:26]=2)[CH2:23][CH2:22][CH2:21][CH2:20][CH2:19][C:18]2[CH:30]=[C:31]3[C:15](=[CH:16][CH:17]=2)[CH:14]=[CH:13][N:12]=[C:11]3[O:10][C@H:9]2[CH2:32][N:6]([C@H:7]([C:33]([O:35][CH3:36])=[O:34])[CH2:8]2)[C:5]1=[O:37])([CH3:3])[CH3:2].OS(C(F)(F)F)(=O)=O.[I:46]N1C(=O)CCC1=O.C([O-])(O)=O.[Na+], predict the reaction product. The product is: [I:46][C:14]1[C:15]2[C:31]3=[CH:30][C:18]([CH2:19][CH2:20][CH2:21][CH2:22][CH2:23][C:24]4[O:29][C:27]([NH:28][C@@H:4]([CH:1]([CH3:3])[CH3:2])[C:5](=[O:37])[N:6]5[CH2:32][C@H:9]([O:10][C:11]3=[N:12][CH:13]=1)[CH2:8][C@H:7]5[C:33]([O:35][CH3:36])=[O:34])=[N:26][N:25]=4)=[CH:17][CH:16]=2. (3) The product is: [Br:1][C:2]1[CH:11]=[C:10]2[C:5]([C:6]3[N:14]4[CH:15]([CH3:19])[CH2:16][CH2:17][O:18][CH2:20][C:13]4=[N:12][C:7]=3[CH:8]=[N:9]2)=[CH:4][CH:3]=1. Given the reactants [Br:1][C:2]1[CH:3]=[CH:4][C:5]2[C:6]3[N:14]([CH:15]([CH3:19])[CH2:16][CH2:17][OH:18])[C:13]([CH2:20]O)=[N:12][C:7]=3[CH:8]=[N:9][C:10]=2[CH:11]=1.[OH-].[Na+], predict the reaction product. (4) Given the reactants C([O:3][C:4]([C:6]1[S:10][C:9]([N:11]2[CH2:16][CH2:15][N:14]([CH2:17][CH2:18][CH2:19][CH2:20][OH:21])[CH2:13][CH2:12]2)=[N:8][C:7]=1[C:22]1[CH:31]=[CH:30][C:29]2[C:28]([CH3:33])([CH3:32])[CH2:27][CH2:26][C:25]([CH3:35])([CH3:34])[C:24]=2[CH:23]=1)=O)C.[H-].[Al+3].[Li+].[H-].[H-].[H-], predict the reaction product. The product is: [OH:3][CH2:4][C:6]1[S:10][C:9]([N:11]2[CH2:12][CH2:13][N:14]([CH2:17][CH2:18][CH2:19][CH2:20][OH:21])[CH2:15][CH2:16]2)=[N:8][C:7]=1[C:22]1[CH:31]=[CH:30][C:29]2[C:28]([CH3:33])([CH3:32])[CH2:27][CH2:26][C:25]([CH3:35])([CH3:34])[C:24]=2[CH:23]=1. (5) Given the reactants [ClH:1].[CH3:2][C:3]1[CH:8]=[CH:7][C:6]([S:9]([N:12]2[CH2:17][CH2:16][O:15][CH2:14][CH2:13]2)(=[O:11])=[O:10])=[CH:5][C:4]=1[C:18]1[CH:23]=[CH:22][C:21]([CH2:24][C@H:25]([NH:39][C:40]([C@H:42]2[CH2:47][CH2:46][C@H:45]([CH2:48][NH:49]C(=O)OC(C)(C)C)[CH2:44][CH2:43]2)=[O:41])[C:26](=[O:38])[NH:27][C:28]2[CH:37]=[CH:36][C:31]3[NH:32][C:33](=[O:35])[NH:34][C:30]=3[CH:29]=2)=[CH:20][CH:19]=1.C(#N)C, predict the reaction product. The product is: [ClH:1].[NH2:49][CH2:48][C@H:45]1[CH2:46][CH2:47][C@H:42]([C:40]([NH:39][C@@H:25]([CH2:24][C:21]2[CH:22]=[CH:23][C:18]([C:4]3[CH:5]=[C:6]([S:9]([N:12]4[CH2:17][CH2:16][O:15][CH2:14][CH2:13]4)(=[O:11])=[O:10])[CH:7]=[CH:8][C:3]=3[CH3:2])=[CH:19][CH:20]=2)[C:26](=[O:38])[NH:27][C:28]2[CH:37]=[CH:36][C:31]3[NH:32][C:33](=[O:35])[NH:34][C:30]=3[CH:29]=2)=[O:41])[CH2:43][CH2:44]1.